From a dataset of Peptide-MHC class I binding affinity with 185,985 pairs from IEDB/IMGT. Regression. Given a peptide amino acid sequence and an MHC pseudo amino acid sequence, predict their binding affinity value. This is MHC class I binding data. (1) The peptide sequence is SSDLRSWTF. The MHC is HLA-A80:01 with pseudo-sequence HLA-A80:01. The binding affinity (normalized) is 0.0847. (2) The peptide sequence is RRWRRLTVC. The MHC is HLA-A11:01 with pseudo-sequence HLA-A11:01. The binding affinity (normalized) is 0.213. (3) The peptide sequence is FIVEHINAM. The MHC is HLA-A80:01 with pseudo-sequence HLA-A80:01. The binding affinity (normalized) is 0.0847.